This data is from Forward reaction prediction with 1.9M reactions from USPTO patents (1976-2016). The task is: Predict the product of the given reaction. (1) Given the reactants [CH2:1]([P:3]([CH2:6][CH:7]([C:9]#[N:10])[CH3:8])(=[O:5])[OH:4])[CH3:2].[CH2:11](O)[CH2:12][CH2:13][CH2:14][OH:15], predict the reaction product. The product is: [CH2:1]([P:3]([CH2:6][CH:7]([C:9]#[N:10])[CH3:8])(=[O:4])[O:5][CH2:11][CH2:12][CH2:13][CH2:14][OH:15])[CH3:2]. (2) Given the reactants [C:1]([O:5][C:6](=[O:23])[NH:7][C:8]([C:15]1[CH:20]=[C:19]([Br:21])[CH:18]=[CH:17][C:16]=1[F:22])([CH:12]([F:14])[F:13])[CH2:9][CH:10]=C)([CH3:4])([CH3:3])[CH3:2].C([O-])(O)=[O:25].[Na+].O=[O+][O-].[BH4-].[Na+], predict the reaction product. The product is: [C:1]([O:5][C:6](=[O:23])[NH:7][C:8]([C:15]1[CH:20]=[C:19]([Br:21])[CH:18]=[CH:17][C:16]=1[F:22])([CH:12]([F:14])[F:13])[CH2:9][CH2:10][OH:25])([CH3:4])([CH3:3])[CH3:2]. (3) Given the reactants [N+](C1C=CC(C([O:10][C@H:11]2[C:17]3=[N:18][CH:19]=[CH:20][CH:21]=[C:16]3[CH2:15][C@@:14]([C:23]3[CH:28]=[CH:27][CH:26]=[C:25]([F:29])[C:24]=3[F:30])([OH:22])[CH2:13][CH2:12]2)=O)=CC=1)([O-])=O.[OH-].[Li+], predict the reaction product. The product is: [F:30][C:24]1[C:25]([F:29])=[CH:26][CH:27]=[CH:28][C:23]=1[C@:14]1([OH:22])[CH2:13][CH2:12][C@@H:11]([OH:10])[C:17]2=[N:18][CH:19]=[CH:20][CH:21]=[C:16]2[CH2:15]1. (4) The product is: [CH3:17][C:18]1[CH:19]=[CH:20][C:21]([N:24]([C:25]2[CH:26]=[CH:27][C:28]([CH3:31])=[CH:29][CH:30]=2)[C:2]2[C:3]3[C:8]([C:9]([Br:16])=[C:10]4[C:15]=2[C:14]([C:41]2[CH:46]=[CH:45][CH:44]=[CH:43][CH:42]=2)=[CH:13][CH:12]=[CH:11]4)=[CH:7][CH:6]=[CH:5][CH:4]=3)=[CH:22][CH:23]=1. Given the reactants Br[C:2]1[C:3]2[C:8]([C:9]([Br:16])=[C:10]3[C:15]=1[CH:14]=[CH:13][CH:12]=[CH:11]3)=[CH:7][CH:6]=[CH:5][CH:4]=2.[CH3:17][C:18]1[CH:23]=[CH:22][C:21]([N:24](C2C=CC(B(O)O)=CC=2)[C:25]2[CH:30]=[CH:29][C:28]([CH3:31])=[CH:27][CH:26]=2)=[CH:20][CH:19]=1.[C:41]1(C)[CH:46]=[CH:45][CH:44]=[CH:43][CH:42]=1.C(=O)([O-])[O-].[Na+].[Na+], predict the reaction product. (5) Given the reactants [CH3:1][C:2]1[O:6][N:5]=[C:4]([C:7]2[CH:12]=[CH:11][CH:10]=[CH:9][CH:8]=2)[C:3]=1[CH2:13][O:14][C:15]1[CH:23]=[CH:22][C:18]([C:19]([OH:21])=O)=[CH:17][N:16]=1.[NH2:24][CH:25]1[CH2:30][CH2:29][CH2:28][N:27]([CH2:31][CH3:32])[CH2:26]1, predict the reaction product. The product is: [CH2:31]([N:27]1[CH2:28][CH2:29][CH2:30][CH:25]([NH:24][C:19](=[O:21])[C:18]2[CH:22]=[CH:23][C:15]([O:14][CH2:13][C:3]3[C:4]([C:7]4[CH:8]=[CH:9][CH:10]=[CH:11][CH:12]=4)=[N:5][O:6][C:2]=3[CH3:1])=[N:16][CH:17]=2)[CH2:26]1)[CH3:32]. (6) Given the reactants [Br:1]N1C(=O)CCC1=O.[Br:9][C:10]1[CH:15]=[C:14]([CH3:16])[CH:13]=[CH:12][N:11]=1.N(C(C)(C)C#N)=NC(C)(C)C#N, predict the reaction product. The product is: [Br:9][C:10]1[CH:15]=[C:14]([CH2:16][Br:1])[CH:13]=[CH:12][N:11]=1. (7) Given the reactants FC(F)(F)S(O[C:7]1[CH:12]=[CH:11][C:10]([C:13]2[N:14]=[CH:15][S:16][CH:17]=2)=[CH:9][C:8]=1[F:18])(=O)=O.C(N(CC)CC)C.[CH:28]([O:30]CCCC)=[CH2:29].Cl.C([O-])(O)=O.[Na+], predict the reaction product. The product is: [F:18][C:8]1[CH:9]=[C:10]([C:13]2[N:14]=[CH:15][S:16][CH:17]=2)[CH:11]=[CH:12][C:7]=1[C:28](=[O:30])[CH3:29].